Dataset: Full USPTO retrosynthesis dataset with 1.9M reactions from patents (1976-2016). Task: Predict the reactants needed to synthesize the given product. (1) Given the product [Br:11][C:12]1[CH:13]=[C:14]([CH:17]=[CH:18][C:19]=1[N:8]1[CH2:9][CH2:10][C:5]2([O:4][CH2:3][CH2:2][O:1]2)[CH2:6][CH2:7]1)[CH:15]=[O:16], predict the reactants needed to synthesize it. The reactants are: [O:1]1[C:5]2([CH2:10][CH2:9][NH:8][CH2:7][CH2:6]2)[O:4][CH2:3][CH2:2]1.[Br:11][C:12]1[CH:13]=[C:14]([CH:17]=[CH:18][C:19]=1F)[CH:15]=[O:16].C(=O)([O-])[O-].[K+].[K+]. (2) Given the product [Cl:12][C:13]1[C:18]([Cl:19])=[CH:17][CH:16]=[CH:15][C:14]=1[S:20]([NH:1][C:2]1[CH:3]=[CH:4][CH:5]=[C:6]2[C:11]=1[N:10]=[CH:9][CH:8]=[CH:7]2)(=[O:22])=[O:21], predict the reactants needed to synthesize it. The reactants are: [NH2:1][C:2]1[CH:3]=[CH:4][CH:5]=[C:6]2[C:11]=1[N:10]=[CH:9][CH:8]=[CH:7]2.[Cl:12][C:13]1[C:18]([Cl:19])=[CH:17][CH:16]=[CH:15][C:14]=1[S:20](Cl)(=[O:22])=[O:21]. (3) Given the product [Cl:20][C:17]1[CH:18]=[CH:19][C:14]([O:13][C:9]2[C:10]([F:12])=[CH:11][C:6]([CH2:5][CH2:4][O:3][C:1]3[NH:2][CH:30]=[C:29]([CH2:34][C:35]4[CH:40]=[N:39][CH:38]=[N:37][CH:36]=4)[C:28](=[O:27])[N:26]=3)=[CH:7][C:8]=2[F:25])=[CH:15][C:16]=1[C:21]([F:22])([F:24])[F:23], predict the reactants needed to synthesize it. The reactants are: [C:1](=[NH:26])([O:3][CH2:4][CH2:5][C:6]1[CH:11]=[C:10]([F:12])[C:9]([O:13][C:14]2[CH:19]=[CH:18][C:17]([Cl:20])=[C:16]([C:21]([F:24])([F:23])[F:22])[CH:15]=2)=[C:8]([F:25])[CH:7]=1)[NH2:2].[OH:27]/[CH:28]=[C:29](/[CH2:34][C:35]1[CH:36]=[N:37][CH:38]=[N:39][CH:40]=1)\[C:30](OC)=O.C([O-])([O-])=O.[K+].[K+]. (4) Given the product [Cl:1][C:2]1[CH:3]=[CH:4][C:5]([CH2:6][CH2:7][N:8]2[CH2:13][CH2:12][N:11]([C:18]3[CH:19]=[CH:20][C:21]4[C:22]5[CH2:32][CH2:31][N:30]([C:33]([O:35][C:36]([CH3:39])([CH3:38])[CH3:37])=[O:34])[CH2:29][CH2:28][C:23]=5[N:24]([CH3:27])[C:25]=4[CH:26]=3)[C:10](=[O:14])[CH2:9]2)=[CH:15][CH:16]=1, predict the reactants needed to synthesize it. The reactants are: [Cl:1][C:2]1[CH:16]=[CH:15][C:5]([CH2:6][CH2:7][N:8]2[CH2:13][CH2:12][NH:11][C:10](=[O:14])[CH2:9]2)=[CH:4][CH:3]=1.Br[C:18]1[CH:19]=[CH:20][C:21]2[C:22]3[CH2:32][CH2:31][N:30]([C:33]([O:35][C:36]([CH3:39])([CH3:38])[CH3:37])=[O:34])[CH2:29][CH2:28][C:23]=3[N:24]([CH3:27])[C:25]=2[CH:26]=1.C([O-])([O-])=O.[Cs+].[Cs+].CN[C@@H]1CCCC[C@H]1NC. (5) Given the product [Br:14][C:9]1[CH:10]=[CH:11][CH:12]=[CH:13][C:8]=1[CH2:7][CH2:6][NH:20][CH2:15][CH2:16][CH2:17][CH2:18][CH3:19], predict the reactants needed to synthesize it. The reactants are: CS(O[CH2:6][CH2:7][C:8]1[CH:13]=[CH:12][CH:11]=[CH:10][C:9]=1[Br:14])(=O)=O.[CH2:15]([NH2:20])[CH2:16][CH2:17][CH2:18][CH3:19].C(=O)([O-])[O-].[K+].[K+].O1CCCC1. (6) The reactants are: [CH3:1][N:2]1[CH2:22][CH2:21][C:5]2[N:6]([CH2:14][CH2:15][C:16]([O:18]CC)=O)[C:7]3[CH:8]=[CH:9][C:10]([CH3:13])=[CH:11][C:12]=3[C:4]=2[CH2:3]1.[CH3:23][NH2:24]. Given the product [CH3:1][N:2]1[CH2:22][CH2:21][C:5]2[N:6]([CH2:14][CH2:15][C:16]([NH:24][CH3:23])=[O:18])[C:7]3[CH:8]=[CH:9][C:10]([CH3:13])=[CH:11][C:12]=3[C:4]=2[CH2:3]1, predict the reactants needed to synthesize it. (7) Given the product [CH3:23][S:24]([O:22][CH2:21][CH2:20][N:4]([CH2:3][CH2:2][I:1])[C:5]1[CH:13]=[C:9]([C:10]([NH2:12])=[O:11])[C:8]([N+:14]([O-:16])=[O:15])=[CH:7][C:6]=1[N+:17]([O-:19])=[O:18])(=[O:26])=[O:25], predict the reactants needed to synthesize it. The reactants are: [I:1][CH2:2][CH2:3][N:4]([CH2:20][CH2:21][OH:22])[C:5]1[C:6]([N+:17]([O-:19])=[O:18])=[CH:7][C:8]([N+:14]([O-:16])=[O:15])=[C:9]([CH:13]=1)[C:10]([NH2:12])=[O:11].[CH3:23][S:24](Cl)(=[O:26])=[O:25]. (8) The reactants are: N.[CH3:2][O:3][C:4]1[CH:5]=[C:6]2[C:11](=[CH:12][C:13]=1[O:14][CH2:15][CH:16]1[CH2:21][CH2:20][N:19]([CH3:22])[CH2:18][CH2:17]1)[N:10]=[CH:9][N:8](COC(=O)C(C)(C)C)[C:7]2=[O:31]. Given the product [CH3:2][O:3][C:4]1[CH:5]=[C:6]2[C:11](=[CH:12][C:13]=1[O:14][CH2:15][CH:16]1[CH2:21][CH2:20][N:19]([CH3:22])[CH2:18][CH2:17]1)[N:10]=[CH:9][NH:8][C:7]2=[O:31], predict the reactants needed to synthesize it. (9) The reactants are: C(N(S(F)(F)[F:7])CC)C.[Cl:10][C:11]1[CH:16]=[CH:15][C:14]([CH:17](O)[CH:18]2[CH2:23][CH2:22][N:21]([C:24]([O:26][C:27]([CH3:30])([CH3:29])[CH3:28])=[O:25])[CH2:20][CH2:19]2)=[CH:13][CH:12]=1. Given the product [Cl:10][C:11]1[CH:16]=[CH:15][C:14]([CH:17]([F:7])[CH:18]2[CH2:23][CH2:22][N:21]([C:24]([O:26][C:27]([CH3:30])([CH3:29])[CH3:28])=[O:25])[CH2:20][CH2:19]2)=[CH:13][CH:12]=1, predict the reactants needed to synthesize it. (10) Given the product [Cl:14][C:8]1[CH:7]=[C:6]2[C:11]([C:12](=[O:13])[C:3]([CH2:2][NH:1][C:30]([NH:29][C:26]3[CH:27]=[CH:28][C:23]([O:22][CH3:21])=[CH:24][CH:25]=3)=[O:31])=[CH:4][N:5]2[C:15]2[CH:16]=[CH:17][CH:18]=[CH:19][CH:20]=2)=[CH:10][CH:9]=1, predict the reactants needed to synthesize it. The reactants are: [NH2:1][CH2:2][C:3]1[C:12](=[O:13])[C:11]2[C:6](=[CH:7][C:8]([Cl:14])=[CH:9][CH:10]=2)[N:5]([C:15]2[CH:20]=[CH:19][CH:18]=[CH:17][CH:16]=2)[CH:4]=1.[CH3:21][O:22][C:23]1[CH:28]=[CH:27][C:26]([N:29]=[C:30]=[O:31])=[CH:25][CH:24]=1.